Dataset: Forward reaction prediction with 1.9M reactions from USPTO patents (1976-2016). Task: Predict the product of the given reaction. (1) Given the reactants C1CCC(N=C=NC2CCCCC2)CC1.[CH:16]1[CH:17]=[CH:18][C:19]([NH:26][C:27]2[C:28]([Cl:34])=[CH:29][CH:30]=[CH:31][C:32]=2[Cl:33])=[C:20]([CH2:22][C:23]([OH:25])=[O:24])[CH:21]=1.[CH2:35]1[O:40][CH:39]([C:41]2[CH:46]=[CH:45][CH:44]=[CH:43][CH:42]=2)[O:38][CH2:37][CH:36]1O, predict the reaction product. The product is: [Cl:34][C:28]1[CH:29]=[CH:30][CH:31]=[C:32]([Cl:33])[C:27]=1[NH:26][C:19]1[CH:18]=[CH:17][CH:16]=[CH:21][C:20]=1[CH2:22][C:23]([O:25][CH:36]1[CH2:37][O:38][CH:39]([C:41]2[CH:42]=[CH:43][CH:44]=[CH:45][CH:46]=2)[O:40][CH2:35]1)=[O:24]. (2) Given the reactants [C:1]1([CH2:13][CH2:14][NH2:15])[CH:2]=[N:3][N:4]2[CH:9]=[CH:8][C:7]3[O:10][CH2:11][CH2:12][C:6]=3[C:5]=12.C(N(CC)CC)C.[C:23](OC(=O)C)(=[O:25])[CH3:24].C(=O)([O-])O.[Na+], predict the reaction product. The product is: [C:1]1([CH2:13][CH2:14][NH:15][C:23](=[O:25])[CH3:24])[CH:2]=[N:3][N:4]2[CH:9]=[CH:8][C:7]3[O:10][CH2:11][CH2:12][C:6]=3[C:5]=12. (3) Given the reactants O[C@H:2]1[C@H:6]([CH:7]=[CH2:8])[CH2:5][N:4]([C:9]([O:11][CH2:12][C:13]2[CH:18]=[CH:17][CH:16]=[CH:15][CH:14]=2)=[O:10])[CH2:3]1.C(N(CC)C(C)C)(C)C.F.F.F.C(N(CC)CC)C.[F:38]C(F)(S(F)(=O)=O)C(F)(F)C(F)(F)C(F)(F)F, predict the reaction product. The product is: [F:38][C@@H:2]1[C@H:6]([CH:7]=[CH2:8])[CH2:5][N:4]([C:9]([O:11][CH2:12][C:13]2[CH:18]=[CH:17][CH:16]=[CH:15][CH:14]=2)=[O:10])[CH2:3]1. (4) Given the reactants [F:1][C:2]1[CH:9]=[CH:8][C:7]([CH:10]=O)=[CH:6][C:3]=1[C:4]#[N:5].CC(OC(C)=O)=O.[CH3:19][N+:20]([O-:22])=[O:21].CC#N, predict the reaction product. The product is: [F:1][C:2]1[CH:9]=[CH:8][C:7](/[CH:10]=[CH:19]/[N+:20]([O-:22])=[O:21])=[CH:6][C:3]=1[C:4]#[N:5]. (5) Given the reactants Cl.[C:2]([N:10]1[CH2:15][CH2:14][NH:13][CH2:12][C@H:11]1C)(=[O:9])[C:3]1[CH:8]=[CH:7][CH:6]=[CH:5][CH:4]=1.[CH3:17]CN(C(C)C)C(C)C.[I:26][C:27]1[CH:32]=[CH:31][C:30]([S:33](Cl)(=[O:35])=[O:34])=[CH:29][CH:28]=1, predict the reaction product. The product is: [I:26][C:27]1[CH:32]=[CH:31][C:30]([S:33]([N:13]2[CH2:14][CH2:15][N:10]([C:2]([C:3]3[CH:4]=[CH:5][CH:6]=[CH:7][CH:8]=3)=[O:9])[CH2:11][C@H:12]2[CH3:17])(=[O:35])=[O:34])=[CH:29][CH:28]=1. (6) Given the reactants C([Si](C)(C)[O:6][C:7]1[CH:12]=[CH:11][C:10]([C:13]2[C:17]([C:18]3[CH:23]=[CH:22][CH:21]=[CH:20][CH:19]=3)=[C:16]([C:24]3([CH2:27]OS(C)(=O)=O)[CH2:26][CH2:25]3)[O:15][N:14]=2)=[CH:9][CH:8]=1)(C)(C)C.[N-:35]=[N+:36]=[N-:37].[Na+], predict the reaction product. The product is: [N:35]([CH2:27][C:24]1([C:16]2[O:15][N:14]=[C:13]([C:10]3[CH:11]=[CH:12][C:7]([OH:6])=[CH:8][CH:9]=3)[C:17]=2[C:18]2[CH:23]=[CH:22][CH:21]=[CH:20][CH:19]=2)[CH2:26][CH2:25]1)=[N+:36]=[N-:37].